From a dataset of Catalyst prediction with 721,799 reactions and 888 catalyst types from USPTO. Predict which catalyst facilitates the given reaction. (1) Reactant: [NH:1]1[C:9]2[C:4](=[CH:5][CH:6]=[CH:7][CH:8]=2)[CH2:3][C:2]1=[O:10].C([Li])CCC.[Br:16][C:17]1[CH:22]=[CH:21][C:20]([CH2:23]Br)=[C:19]([CH2:25]Br)[CH:18]=1. The catalyst class is: 1. Product: [Br:16][C:17]1[CH:18]=[C:19]2[C:20](=[CH:21][CH:22]=1)[CH2:23][C:3]1([C:4]3[C:9](=[CH:8][CH:7]=[CH:6][CH:5]=3)[NH:1][C:2]1=[O:10])[CH2:25]2. (2) Reactant: [S:1]1[CH:5]=[CH:4][C:3]([CH2:6][NH2:7])=[CH:2]1.[CH:8]1[N:13]=[C:12](Cl)[C:11]2[N:15]=[CH:16][N:17]([C@@H:18]3[O:22][C@H:21]([CH2:23][OH:24])[C@@H:20]([OH:25])[C@H:19]3[OH:26])[C:10]=2[N:9]=1.C(N(CC)CC)C. Product: [S:1]1[CH:5]=[CH:4][C:3]([CH2:6][NH:7][C:12]2[C:11]3[N:15]=[CH:16][N:17]([C:10]=3[N:9]=[CH:8][N:13]=2)[C@@H:18]2[O:22][C@H:21]([CH2:23][OH:24])[C@@H:20]([OH:25])[C@H:19]2[OH:26])=[CH:2]1. The catalyst class is: 259. (3) Reactant: Br[C:2]1[C:3]([O:18][C:19]2[CH:24]=[CH:23][C:22]([C:25]([O:27][C:28]([CH3:31])([CH3:30])[CH3:29])=[O:26])=[CH:21][C:20]=2[N+:32]([O-:34])=[O:33])=[C:4]([Cl:17])[CH:5]=[C:6]2[C:11]=1[O:10][CH2:9][CH2:8][CH:7]2[C:12]([O:14][CH2:15][CH3:16])=[O:13].P([O-])([O-])([O-])=O.[K+].[K+].[K+].C1(P([CH:56]2[CH2:61][CH2:60]CCC2)C2CCCCC2)CCCCC1.C1(B(O)O)CC1. Product: [C:28]([O:27][C:25]([C:22]1[CH:23]=[CH:24][C:19]([O:18][C:3]2[C:2]([CH:60]3[CH2:61][CH2:56]3)=[C:11]3[C:6]([CH:7]([C:12]([O:14][CH2:15][CH3:16])=[O:13])[CH2:8][CH2:9][O:10]3)=[CH:5][C:4]=2[Cl:17])=[C:20]([N+:32]([O-:34])=[O:33])[CH:21]=1)=[O:26])([CH3:31])([CH3:30])[CH3:29]. The catalyst class is: 493. (4) The catalyst class is: 1. Product: [CH3:16][S:17]([O:15][CH:12]1[CH2:13][CH2:14][N:9]([O:8][C:6]([O:5][C:1]([CH3:4])([CH3:2])[CH3:3])=[O:7])[CH2:10][CH2:11]1)(=[O:19])=[O:18]. Reactant: [C:1]([O:5][C:6]([O:8][N:9]1[CH2:14][CH2:13][CH:12]([OH:15])[CH2:11][CH2:10]1)=[O:7])([CH3:4])([CH3:3])[CH3:2].[CH3:16][S:17](Cl)(=[O:19])=[O:18].CCOC(C)=O.O. (5) Reactant: [OH:1][C:2]1[CH:3]=[C:4]([C:8]2[CH:17]=[CH:16][C:11]([C:12]([O:14][CH3:15])=[O:13])=[CH:10][CH:9]=2)[CH:5]=[CH:6][CH:7]=1.[CH2:18](Br)[C:19]1[CH:24]=[CH:23][CH:22]=[CH:21][CH:20]=1.C([O-])([O-])=O.[K+].[K+]. Product: [CH2:18]([O:1][C:2]1[CH:3]=[C:4]([C:8]2[CH:17]=[CH:16][C:11]([C:12]([O:14][CH3:15])=[O:13])=[CH:10][CH:9]=2)[CH:5]=[CH:6][CH:7]=1)[C:19]1[CH:24]=[CH:23][CH:22]=[CH:21][CH:20]=1. The catalyst class is: 115. (6) Reactant: [C:1]([O:5][C:6](=[O:20])[NH:7][C:8]1[CH:13]=[C:12](F)[C:11]([C:15]#[N:16])=[CH:10][C:9]=1[N+:17]([O-:19])=[O:18])([CH3:4])([CH3:3])[CH3:2].[CH2:21]([NH:23][CH2:24][CH3:25])[CH3:22]. Product: [C:1]([O:5][C:6](=[O:20])[NH:7][C:8]1[CH:13]=[C:12]([N:23]([CH2:24][CH3:25])[CH2:21][CH3:22])[C:11]([C:15]#[N:16])=[CH:10][C:9]=1[N+:17]([O-:19])=[O:18])([CH3:4])([CH3:3])[CH3:2]. The catalyst class is: 16.